This data is from Full USPTO retrosynthesis dataset with 1.9M reactions from patents (1976-2016). The task is: Predict the reactants needed to synthesize the given product. (1) Given the product [CH2:22]([O:10][C:8]1[N:7]([CH2:11][C:12]2[CH:13]=[CH:14][C:15]([C:16]([O:18][CH3:19])=[O:17])=[CH:20][CH:21]=2)[N:6]=[C:5]([C:1]([CH3:4])([CH3:2])[CH3:3])[CH:9]=1)[C:23]1[CH:28]=[CH:27][CH:26]=[CH:25][CH:24]=1, predict the reactants needed to synthesize it. The reactants are: [C:1]([C:5]1[CH2:9][C:8](=[O:10])[N:7]([CH2:11][C:12]2[CH:21]=[CH:20][C:15]([C:16]([O:18][CH3:19])=[O:17])=[CH:14][CH:13]=2)[N:6]=1)([CH3:4])([CH3:3])[CH3:2].[CH2:22](Br)[C:23]1[CH:28]=[CH:27][CH:26]=[CH:25][CH:24]=1.C(=O)([O-])[O-].[K+].[K+].CN(C)C=O. (2) Given the product [CH:1]1([C:4]2[N:8]=[C:7]([C:9]3[C:17]4[CH2:16][CH2:15][O:14][CH2:13][C:12]=4[S:11][C:10]=3[NH:18][C:19]([C:21]3[C:25]([C:26]([OH:28])=[O:27])=[C:24]([CH3:33])[NH:23][N:22]=3)=[O:20])[O:6][N:5]=2)[CH2:2][CH2:3]1, predict the reactants needed to synthesize it. The reactants are: [CH:1]1([C:4]2[N:8]=[C:7]([C:9]3[C:17]4[CH2:16][CH2:15][O:14][CH2:13][C:12]=4[S:11][C:10]=3[NH:18][C:19]([C:21]3[C:25]([C:26]([O:28]C(C)(C)C)=[O:27])=[C:24]([CH3:33])[NH:23][N:22]=3)=[O:20])[O:6][N:5]=2)[CH2:3][CH2:2]1.C(O)=O.Cl. (3) Given the product [F:35][C:26]1[CH:25]=[C:24]([C@:14]2([NH:13][C:12]([C:10]3[CH:9]=[CH:8][C:3]([C:4]([O:6][CH3:7])=[O:5])=[C:2]([OH:38])[CH:11]=3)=[O:36])[C:19]3=[N:20][CH:21]=[CH:22][CH:23]=[C:18]3[O:17][CH2:16][CH2:15]2)[CH:29]=[CH:28][C:27]=1[O:30][C:31]([F:32])([F:33])[F:34], predict the reactants needed to synthesize it. The reactants are: N[C:2]1[CH:11]=[C:10]([C:12](=[O:36])[NH:13][C@@:14]2([C:24]3[CH:29]=[CH:28][C:27]([O:30][C:31]([F:34])([F:33])[F:32])=[C:26]([F:35])[CH:25]=3)[C:19]3=[N:20][CH:21]=[CH:22][CH:23]=[C:18]3[O:17][CH2:16][CH2:15]2)[CH:9]=[CH:8][C:3]=1[C:4]([O:6][CH3:7])=[O:5].N(OC(C)(C)C)=[O:38].OS(O)(=O)=O.O. (4) The reactants are: [Br:1][C:2]1[CH:3]=[N:4][CH:5]=[CH:6][C:7]=1F.C[O-].[Na+].CO.C(O)(=O)C[C:16](CC(O)=O)(C(O)=O)[OH:17]. Given the product [Br:1][C:2]1[CH:3]=[N:4][CH:5]=[CH:6][C:7]=1[O:17][CH3:16], predict the reactants needed to synthesize it.